From a dataset of Forward reaction prediction with 1.9M reactions from USPTO patents (1976-2016). Predict the product of the given reaction. (1) Given the reactants Cl[C:2]1[N:7]=[CH:6][N:5]=[C:4]([NH2:8])[C:3]=1[C:9]1[O:10][CH:11]=[C:12]([CH3:14])[N:13]=1.[NH2:15][CH:16]([C:19]1[N:28]([C:29]2[CH:34]=[CH:33][CH:32]=[CH:31][C:30]=2[CH3:35])[C:27](=[O:36])[C:26]2[C:21](=[CH:22][CH:23]=[CH:24][C:25]=2[CH3:37])[N:20]=1)[CH2:17][CH3:18].CCN(C(C)C)C(C)C.CCOC(C)=O, predict the reaction product. The product is: [NH2:8][C:4]1[N:5]=[CH:6][N:7]=[C:2]([NH:15][C@H:16]([C:19]2[N:28]([C:29]3[CH:34]=[CH:33][CH:32]=[CH:31][C:30]=3[CH3:35])[C:27](=[O:36])[C:26]3[C:21](=[CH:22][CH:23]=[CH:24][C:25]=3[CH3:37])[N:20]=2)[CH2:17][CH3:18])[C:3]=1[C:9]1[O:10][CH:11]=[C:12]([CH3:14])[N:13]=1. (2) Given the reactants [CH2:1]([O:4][N:5]([C@H:18]1[CH2:23][N:22](C(OC(C)(C)C)=O)[C@H:21]([C:31](=[O:33])[NH2:32])[CH:20]=[C:19]1[CH:34]1[CH2:36][CH2:35]1)[S:6]([C:9]1[CH:14]=[CH:13][CH:12]=[CH:11][C:10]=1[N+:15]([O-:17])=[O:16])(=[O:8])=[O:7])[CH:2]=[CH2:3].C(ON([C@H]1CN[C@H](C(N)=O)C=C1C)S(C1C=CC=CC=1[N+]([O-])=O)(=O)=O)C=C, predict the reaction product. The product is: [CH2:1]([O:4][N:5]([C@H:18]1[CH2:23][NH:22][C@H:21]([C:31]([NH2:32])=[O:33])[CH:20]=[C:19]1[CH:34]1[CH2:35][CH2:36]1)[S:6]([C:9]1[CH:14]=[CH:13][CH:12]=[CH:11][C:10]=1[N+:15]([O-:17])=[O:16])(=[O:8])=[O:7])[CH:2]=[CH2:3]. (3) Given the reactants C([Mg]Br)C.C1COCC1.I[C:11]1[N:18]2[C:14]([S:15][CH:16]=[CH:17]2)=[C:13]([S:19][CH3:20])[N:12]=1.C1(C)C=CC(S([C:30]#[N:31])(=O)=O)=CC=1.[Cl-].[NH4+], predict the reaction product. The product is: [C:30]([C:11]1[N:18]2[C:14]([S:15][CH:16]=[CH:17]2)=[C:13]([S:19][CH3:20])[N:12]=1)#[N:31].